Task: Predict the reaction yield, written as a fraction of the theoretical maximum amount of product (1.0 means a 100% yield; for example, 0.34 means a 34% yield).. Dataset: Reaction yield outcomes from USPTO patents with 853,638 reactions The reactants are [C:1]([NH:4][C:5]1[CH:6]=[C:7]([NH:21][C:22]2[N:27]=[C:26]([O:28][CH:29]3[CH2:34][CH2:33][N:32](C(OC(C)(C)C)=O)[CH2:31][CH2:30]3)[CH:25]=[CH:24][N:23]=2)[CH:8]=[C:9]([C:11]2[S:15][C:14]([C:16]3([OH:20])[CH2:19][CH2:18][CH2:17]3)=[N:13][CH:12]=2)[CH:10]=1)(=[O:3])[CH3:2].C(O)(C(F)(F)F)=O.C([O-])(O)=O.[Na+]. The catalyst is C(Cl)Cl. The product is [OH:20][C:16]1([C:14]2[S:15][C:11]([C:9]3[CH:10]=[C:5]([NH:4][C:1](=[O:3])[CH3:2])[CH:6]=[C:7]([NH:21][C:22]4[N:27]=[C:26]([O:28][CH:29]5[CH2:30][CH2:31][NH:32][CH2:33][CH2:34]5)[CH:25]=[CH:24][N:23]=4)[CH:8]=3)=[CH:12][N:13]=2)[CH2:19][CH2:18][CH2:17]1. The yield is 0.910.